Dataset: hERG Central: cardiac toxicity at 1µM, 10µM, and general inhibition. Task: Predict hERG channel inhibition at various concentrations. Results: hERG_inhib (hERG inhibition (general)): blocker. The compound is CCCCN(CC)CCCNC(=O)c1cn(-c2ccc(OC)cc2)c(=O)c2ccccc12.